From a dataset of Forward reaction prediction with 1.9M reactions from USPTO patents (1976-2016). Predict the product of the given reaction. (1) Given the reactants [Cl:1][C:2]1[CH:3]=[CH:4][C:5]2[C:11]3[N:12](CC4C=CC(OC)=CC=4OC)[C:13](=[O:21])[C:14]([C:17]([O:19]C)=[O:18])=[C:15]([OH:16])[C:10]=3[CH2:9][CH2:8][CH2:7][C:6]=2[CH:33]=1.[CH2:34]1[C:38]2([CH2:42][CH2:41][NH:40][CH2:39]2)[CH2:37][CH2:36][N:35]1C(OC(C)(C)C)=O, predict the reaction product. The product is: [ClH:1].[OH:16][C:15]1[C:10]2[CH2:9][CH2:8][CH2:7][C:6]3[CH:5]=[C:4]([N:35]4[CH2:36][CH2:37][C:38]5([CH2:42][CH2:41][NH:40][CH2:39]5)[CH2:34]4)[CH:3]=[CH:2][C:33]=3[C:11]=2[NH:12][C:13](=[O:21])[C:14]=1[C:17]([OH:19])=[O:18]. (2) Given the reactants [CH2:1]1[CH2:5]OC[CH2:2]1.[Br-].C([Zn+])(C)C.[CH3:11][O:12][C:13]([C:15]1[O:16][C:17](Br)=[CH:18][CH:19]=1)=[O:14], predict the reaction product. The product is: [CH3:11][O:12][C:13]([C:15]1[O:16][C:17]([CH:1]([CH3:5])[CH3:2])=[CH:18][CH:19]=1)=[O:14]. (3) Given the reactants [NH2:1][CH2:2][CH2:3][C:4]1[CH:9]=[CH:8][C:7]([C:10]2[CH:15]=[CH:14][C:13]([CH:16]([CH3:25])[CH2:17][NH:18][S:19]([CH:22]([CH3:24])[CH3:23])(=[O:21])=[O:20])=[CH:12][CH:11]=2)=[CH:6][CH:5]=1.[F:26][C:27]1[CH:28]=[C:29]([CH:33]=[CH:34][CH:35]=1)[C:30](Cl)=[O:31], predict the reaction product. The product is: [F:26][C:27]1[CH:28]=[C:29]([CH:33]=[CH:34][CH:35]=1)[C:30]([NH:1][CH2:2][CH2:3][C:4]1[CH:5]=[CH:6][C:7]([C:10]2[CH:15]=[CH:14][C:13]([CH:16]([CH3:25])[CH2:17][NH:18][S:19]([CH:22]([CH3:24])[CH3:23])(=[O:21])=[O:20])=[CH:12][CH:11]=2)=[CH:8][CH:9]=1)=[O:31]. (4) Given the reactants [F:1][C:2]1[CH:10]=[CH:9][CH:8]=[C:7]2[C:3]=1[CH:4]=[C:5]([C:11]1[C:12](=[O:44])[N:13]([CH3:43])[CH:14]=[C:15]([C:17]3[C:18]([N:37]([CH3:42])[S:38]([CH3:41])(=[O:40])=[O:39])=[CH:19][C:20]4[O:24][C:23]([C:25]5[CH:30]=[CH:29][C:28]([F:31])=[CH:27][CH:26]=5)=[C:22]([C:32]([NH:34][CH3:35])=[O:33])[C:21]=4[CH:36]=3)[N:16]=1)[NH:6]2.CI.[C:47]([O-])([O-])=O.[Cs+].[Cs+], predict the reaction product. The product is: [F:1][C:2]1[CH:10]=[CH:9][CH:8]=[C:7]2[C:3]=1[CH:4]=[C:5]([C:11]1[C:12](=[O:44])[N:13]([CH3:43])[CH:14]=[C:15]([C:17]3[C:18]([N:37]([CH3:42])[S:38]([CH3:41])(=[O:40])=[O:39])=[CH:19][C:20]4[O:24][C:23]([C:25]5[CH:26]=[CH:27][C:28]([F:31])=[CH:29][CH:30]=5)=[C:22]([C:32]([NH:34][CH3:35])=[O:33])[C:21]=4[CH:36]=3)[N:16]=1)[N:6]2[CH3:47]. (5) The product is: [I:1][C:2]1[N:3]=[C:4]([CH2:10][CH2:11][CH3:12])[N:5]2[CH2:7][CH2:8][NH:9][CH:23]([CH2:22][CH2:21][C:18]3[CH:19]=[CH:20][C:15]([C:14]([F:13])([F:25])[F:26])=[CH:16][CH:17]=3)[C:6]=12. Given the reactants [I:1][C:2]1[N:3]=[C:4]([CH2:10][CH2:11][CH3:12])[N:5]([CH2:7][CH2:8][NH2:9])[CH:6]=1.[F:13][C:14]([F:26])([F:25])[C:15]1[CH:20]=[CH:19][C:18]([CH2:21][CH2:22][CH:23]=O)=[CH:17][CH:16]=1, predict the reaction product. (6) The product is: [Cl:1][C:2]1[CH:3]=[C:4]([NH:8][C:9]2[CH:17]=[C:16]([CH:18]([CH3:20])[CH3:19])[C:12]([C:13]([NH:33][CH:29]3[CH2:32][CH2:31][CH2:30]3)=[O:15])=[CH:11][N:10]=2)[CH:5]=[CH:6][CH:7]=1. Given the reactants [Cl:1][C:2]1[CH:3]=[C:4]([NH:8][C:9]2[CH:17]=[C:16]([CH:18]([CH3:20])[CH3:19])[C:12]([C:13]([OH:15])=O)=[CH:11][N:10]=2)[CH:5]=[CH:6][CH:7]=1.C(N1CCOCC1)C.[CH:29]1([NH2:33])[CH2:32][CH2:31][CH2:30]1.O.ON1C2C=CC=CC=2N=N1.Cl.CN(C)CCCN=C=NCC, predict the reaction product.